Task: Regression. Given a peptide amino acid sequence and an MHC pseudo amino acid sequence, predict their binding affinity value. This is MHC class I binding data.. Dataset: Peptide-MHC class I binding affinity with 185,985 pairs from IEDB/IMGT (1) The MHC is HLA-A80:01 with pseudo-sequence HLA-A80:01. The peptide sequence is NTRDHVNLV. The binding affinity (normalized) is 0.0847. (2) The peptide sequence is ETIGLVRAL. The MHC is HLA-A03:01 with pseudo-sequence HLA-A03:01. The binding affinity (normalized) is 0.0847. (3) The peptide sequence is RKLTNPANK. The MHC is HLA-B15:01 with pseudo-sequence HLA-B15:01. The binding affinity (normalized) is 0.0847.